Dataset: Human Reference Interactome with 51,813 positive PPI pairs across 8,248 proteins, plus equal number of experimentally-validated negative pairs. Task: Binary Classification. Given two protein amino acid sequences, predict whether they physically interact or not. (1) Protein 1 (ENSG00000127220) has sequence MLTGVTDGIFCCLLGTPPNAVGPLESVESSDGYTFVEVKPGRVLRVKHAGPAPAAAPPPPSSASSDAAQGDLSGLVRCQRRITVYRNGRLLVENLGRAPRADLLHGQNGSGEPPAALEVELADPAGSDGRLAPGSAGSGSGSGSGGRRRRARRPKRTIHIDCEKRITSCKGAQADVVLFFIHGVGGSLAIWKEQLDFFVRLGYEVVAPDLAGHGASSAPQVAAAYTFYALAEDMRAIFKRYAKKRNVLIGHSYGVSFCTFLAHEYPDLVHKVIMINGGGPTALEPSFCSIFNMPTCVLHC.... Protein 2 (ENSG00000122543) has sequence MSITDVLSADDIAAALQECRDPDTFEPQKFFQTSGLSKMSANQVKDVFRFIDNDQSGYLDEEELKFFLQKFESGARELTESETKSLMAAADNDGDGKIGAEEFQEMVHS*. Result: 0 (the proteins do not interact). (2) Result: 0 (the proteins do not interact). Protein 2 (ENSG00000197329) has sequence MFSPDQENHPSKAPVKYGELIVLGYNGSLPNGDRGRRKSRFALFKRPKANGVKPSTVHIACTPQAAKAISNKDQHSISYTLSRAQTVVVEYTHDSNTDMFQIGRSTESPIDFVVTDTVPGSQSNSDTQSVQSTISRFACRIICERNPPFTARIYAAGFDSSKNIFLGEKAAKWKTSDGQMDGLTTNGVLVMHPRNGFTEDSKPGIWREISVCGNVFSLRETRSAQQRGKMVEIETNQLQDGSLIDLCGATLLWRTAEGLSHTPTVKHLEALRQEINAARPQCPVGFNTLAFPSMKRKDVV.... Protein 1 (ENSG00000141759) has sequence MSYMLPHLHNGWQVDQAILSEEDRVVVIRFGHDWDPTCMKMDEVLYSIAEKVKNFAVIYLVDITEVPDFNKMYELYDPCTVMFFFRNKHIMIDLGTGNNNKINWAMEDKQEMVDIIETVYRGARKGRGLVVSPKDYSTKYRY*MSYMLPHLHNGWQVDQAILSEEDRVVVIRFGHDWDPTCMKMDEVLYSIAEKVKNFAVIYLVDITEVPDFNKMYELYDPCTVMFFFSYHRGW*MYELYDPCTVMFFFRNKHIMIDLGTGNNNKINWAMEDKQEMVDIIETVYRGARKGRGLVVSPKDY.... (3) Protein 1 (ENSG00000110315) has sequence MGQQISDQTQLVINKLPEKVAKHVTLVRESGSLTYEEFLGRVAELNDVTAKVASGQEKHLLFEVQPGSDSSAFWKVVVRVVCTKINKSSGIVEASRIMNLYQFIQLYKDITSQAAGVLAQSSTSEEPDENSSSVTSCQASLWMGRVKQLTDEEECCICMDGRADLILPCAHSFCQKCIDKWSDRHRNCPICRLQMTGANESWVVSDAPTEDDMANYILNMADEAGQPHRP*MGQQISDQTQLVINKLPEKVAKHVTLVRESGSLTYEEFLGRVAELNDVTAKVASGQEKHLLFEVQPGSD.... Protein 2 (ENSG00000109208) has sequence MKSLTWILGLWALAACFTPGESQRGPRGPYPPGPLAPPPPPCFPFGTGFVPPPHPPPYGPGRFPPPLSPPYGPGRIPPSPPPPYGPGRIQSHSLPPPYGPGYPQPPSQPRPYPPGPPFFPVNSPTDPALPTPAP*. Result: 0 (the proteins do not interact). (4) Protein 1 (ENSG00000149357) has sequence MGCCYSSENEDSDQDREERKLLLDPSSPPTKALNGAEPNYHSLPSARTDEQALLSSILAKTASNIIDVSAADSQGMEQHEYMDRARQYSTRLAVLSSSLTHWKKLPPLPSLTSQPHQVLASEPIPFSDLQQVSRIAAYAYSALSQIRVDAKEELVVQFGIP*MGCCYSSENEDSDQDREERKLLLDPSSPPTKALNGAEPNYHSLPSARTDEQALLSSILAKTASNIIDVSAADSQGMEQHEYMDRARQYRHTGHHTEKEL*MGCCYSSENEDSDQDREERKLLLDPSSPPTKALNGAEP.... Protein 2 (ENSG00000132872) has sequence MAPITTSREEFDEIPTVVGIFSAFGLVFTVSLFAWICCQRKSSKSNKTPPYKFVHVLKGVDIYPENLNSKKKFGADDKNEVKNKPAVPKNSLHLDLEKRDLNGNFPKTNLKPGSPSDLENATPKLFLEGEKESVSPESLKSSTSLTSEEKQEKLGTLFFSLEYNFERKAFVVNIKEARGLPAMDEQSMTSDPYIKMTILPEKKHKVKTRVLRKTLDPAFDETFTFYGIPYTQIQELALHFTILSFDRFSRDDIIGEVLIPLSGIELSEGKMLMNREIIKRNVRKSSGRGELLISLCYQST.... Result: 0 (the proteins do not interact). (5) Protein 1 (ENSG00000139508) has sequence MKILFVEPAIFLSAFAMTLTGPLTTQYVYRRIWEETGNYTFSSDSNISECEKNKSSPIFAFQEEVQKKVSRFNLQMDISGLIPGLVSTFILLSISDHYGRKFPMILSSVGALATSVWLCLLCYFAFPFQLLIASTFIGAFCGNYTTFWGACFAYIVDQCKEHKQKTIRIAIIDFLLGLVTGLTGLSSGYFIRELGFEWSFLIIAVSLAVNLIYILFFLGDPVKECSSQNVTMSCSEGFKNLFYRTYMLFKNASGKRRFLLCLLLFTVITYFFVVIGIAPIFILYELDSPLCWNEVFIGYG.... Protein 2 (ENSG00000231256) has sequence MNNSLDYLAYPVIVSNHRQSTTFRKKLDFGHYVSHKNRIQIAKPTVDTKPPVAHTNHILKLSKLQGEQKKINKIEYENKQLCQKIANAHRGPAKVDCWNEYFSKSLNRETRNRELVRITMENQGILKRLVDRKPHYDRRASEIDWQNSRRYIRNTTRYLLSQNE*XRETRNRELVRITMENQGILKRLVDRKPHYDRRASEIDWQNSRRYIRNTTRYLLSQNE*. Result: 0 (the proteins do not interact).